This data is from Full USPTO retrosynthesis dataset with 1.9M reactions from patents (1976-2016). The task is: Predict the reactants needed to synthesize the given product. (1) Given the product [CH:1]12[CH2:10][CH:5]3[CH2:6][CH:7]([CH2:9][CH:3]([CH2:4]3)[CH:2]1[NH:11][C:12]([N:14]1[CH2:19][CH2:18][C:17]3([C:28]4[C:23](=[CH:24][CH:25]=[CH:26][CH:27]=4)[CH2:22][N:21]([C:29](=[O:36])[CH2:30][CH2:31][CH2:32][C:33]([OH:35])=[O:34])[CH2:20]3)[CH2:16][CH2:15]1)=[O:13])[CH2:8]2, predict the reactants needed to synthesize it. The reactants are: [CH:1]12[CH2:10][CH:5]3[CH2:6][CH:7]([CH2:9][CH:3]([CH2:4]3)[CH:2]1[NH:11][C:12]([N:14]1[CH2:19][CH2:18][C:17]3([C:28]4[C:23](=[CH:24][CH:25]=[CH:26][CH:27]=4)[CH2:22][NH:21][CH2:20]3)[CH2:16][CH2:15]1)=[O:13])[CH2:8]2.[C:29]1(=[O:36])[O:35][C:33](=[O:34])[CH2:32][CH2:31][CH2:30]1. (2) Given the product [C:23]([O:22][C:20]([N:17]1[CH2:18][CH2:19][CH:14]([CH:12]([N:11]2[C:4]3[C:3](=[CH:2][CH:7]=[CH:6][CH:5]=3)[C:8]([C:27]([O:29][CH3:30])=[O:28])=[C:9]2[CH3:10])[CH3:13])[CH2:15][CH2:16]1)=[O:21])([CH3:26])([CH3:25])[CH3:24], predict the reactants needed to synthesize it. The reactants are: Br[C:2]1[CH:7]=[CH:6][CH:5]=[CH:4][C:3]=1[C:8]([C:27]([O:29][CH3:30])=[O:28])=[C:9]([NH:11][CH:12]([CH:14]1[CH2:19][CH2:18][N:17]([C:20]([O:22][C:23]([CH3:26])([CH3:25])[CH3:24])=[O:21])[CH2:16][CH2:15]1)[CH3:13])[CH3:10].C1(P(C2CCCCC2)C2C=CC=CC=2C2C(OC(C)C)=CC=CC=2OC(C)C)CCCCC1.O1CCOCC1.C[O-].[Na+]. (3) The reactants are: BrC1C=CC(OC2C=CC=CC=2)=C(C)C=1.[O:16]([C:23]1[CH:30]=[CH:29][C:28]([B:31]2[O:35][C:34]([CH3:37])([CH3:36])[C:33]([CH3:39])([CH3:38])[O:32]2)=[CH:27][C:24]=1[C:25]#N)[C:17]1[CH:22]=[CH:21][CH:20]=[CH:19][CH:18]=1. Given the product [C:17]1([O:16][C:23]2[CH:30]=[CH:29][C:28]([B:31]3[O:35][C:34]([CH3:36])([CH3:37])[C:33]([CH3:39])([CH3:38])[O:32]3)=[CH:27][C:24]=2[CH3:25])[CH:18]=[CH:19][CH:20]=[CH:21][CH:22]=1, predict the reactants needed to synthesize it. (4) Given the product [CH:11]([C:10]1[O:9][N:8]=[C:7]([C:14]2[CH:19]=[CH:18][CH:17]=[C:16]([F:20])[CH:15]=2)[C:6]=1[C:4]([OH:5])=[O:3])([CH3:13])[CH3:12], predict the reactants needed to synthesize it. The reactants are: C([O:3][C:4]([C:6]1[C:7]([C:14]2[CH:19]=[CH:18][CH:17]=[C:16]([F:20])[CH:15]=2)=[N:8][O:9][C:10]=1[CH:11]([CH3:13])[CH3:12])=[O:5])C.O[Li].O. (5) The reactants are: [Si:1]([O:8][CH2:9][CH2:10][C:11]1[N:12]=[CH:13][N:14](C(C2C=CC=CC=2)(C2C=CC=CC=2)C2C=CC=CC=2)[CH:15]=1)([C:4]([CH3:7])([CH3:6])[CH3:5])([CH3:3])[CH3:2].Br[CH2:36][C:37]1[CH:44]=[CH:43][CH:42]=[CH:41][C:38]=1[C:39]#[N:40].C(NCC)C. Given the product [Si:1]([O:8][CH2:9][CH2:10][C:11]1[N:12]([CH2:36][C:37]2[CH:44]=[CH:43][CH:42]=[CH:41][C:38]=2[C:39]#[N:40])[CH:13]=[N:14][CH:15]=1)([C:4]([CH3:5])([CH3:7])[CH3:6])([CH3:2])[CH3:3], predict the reactants needed to synthesize it. (6) Given the product [I:1][C:2]1[CH:3]=[CH:4][C:5]([C:6]([N:26]2[CH2:25][CH2:24][N:23]([C:29]([O:31][C:32]([CH3:35])([CH3:34])[CH3:33])=[O:30])[CH2:28][CH2:27]2)=[O:8])=[CH:9][CH:10]=1, predict the reactants needed to synthesize it. The reactants are: [I:1][C:2]1[CH:10]=[CH:9][C:5]([C:6]([OH:8])=O)=[CH:4][CH:3]=1.C(N1C=CN=C1)(N1C=CN=C1)=O.[N:23]1([C:29]([O:31][C:32]([CH3:35])([CH3:34])[CH3:33])=[O:30])[CH2:28][CH2:27][NH:26][CH2:25][CH2:24]1.